This data is from Forward reaction prediction with 1.9M reactions from USPTO patents (1976-2016). The task is: Predict the product of the given reaction. (1) Given the reactants [CH2:1]1[N:13]([C:14]2[CH:31]=[CH:30][C:17]([C:18](=[O:29])[NH:19][C@H:20]([C:26]([OH:28])=[O:27])[CH2:21][CH2:22][C:23]([OH:25])=[O:24])=[CH:16][CH:15]=2)[CH2:12][CH:11]2[N:2]1[C:3]1[C:4](=[O:33])[NH:5][C:6]([NH2:32])=[N:7][C:8]=1[NH:9][CH2:10]2.C(O)(=O)CC[C@H](NC(C1C=CC(NCC2NC3C(=O)NC(N)=NC=3NC2)=CC=1)=O)C(O)=O, predict the reaction product. The product is: [CH2:1]1[N:13]([C:14]2[CH:15]=[CH:16][C:17]([C:18](=[O:29])[NH:19][C@H:20]([C:26]([OH:28])=[O:27])[CH2:21][CH2:22][C:23]([OH:25])=[O:24])=[CH:30][CH:31]=2)[CH2:12][C@@H:11]2[N:2]1[C:3]1[C:4](=[O:33])[NH:5][C:6]([NH2:32])=[N:7][C:8]=1[NH:9][CH2:10]2. (2) Given the reactants Br[C:2]1[N:6]2[C:7]3[CH:19]=[CH:18][CH:17]=[N:16][C:8]=3[NH:9][C:10]3[CH:15]=[CH:14][CH:13]=[CH:12][C:11]=3[C:5]2=[N:4][C:3]=1[CH2:20][C:21]([O:23]C)=[O:22].C(O)C.C(=O)(O)[O-].[Na+].CC1(C)C(C)(C)OB([C:41]2[CH:46]=[CH:45][C:44]([C:47]3([NH:51][C:52](=[O:58])[O:53][C:54]([CH3:57])([CH3:56])[CH3:55])[CH2:50][CH2:49][CH2:48]3)=[CH:43][CH:42]=2)O1, predict the reaction product. The product is: [C:54]([O:53][C:52]([NH:51][C:47]1([C:44]2[CH:45]=[CH:46][C:41]([C:2]3[N:6]4[C:7]5[CH:19]=[CH:18][CH:17]=[N:16][C:8]=5[NH:9][C:10]5[CH:15]=[CH:14][CH:13]=[CH:12][C:11]=5[C:5]4=[N:4][C:3]=3[CH2:20][C:21]([OH:23])=[O:22])=[CH:42][CH:43]=2)[CH2:50][CH2:49][CH2:48]1)=[O:58])([CH3:57])([CH3:55])[CH3:56]. (3) The product is: [CH3:1][O:2][C:3](=[O:18])[CH:4]([CH2:45][CH2:46][C:47]1[CH:48]=[C:49]([C:53]2[CH:58]=[CH:57][CH:56]=[CH:55][CH:54]=2)[CH:50]=[CH:51][CH:52]=1)[C:5]1[C:13]2[C:8](=[CH:9][CH:10]=[CH:11][CH:12]=2)[N:7]([C:14]([O:16][CH3:17])=[O:15])[CH:6]=1. Given the reactants [CH3:1][O:2][C:3](=[O:18])[CH2:4][C:5]1[C:13]2[C:8](=[CH:9][CH:10]=[CH:11][CH:12]=2)[N:7]([C:14]([O:16][CH3:17])=[O:15])[CH:6]=1.CN(C)P(=O)(N(C)C)N(C)C.C([N-]C(C)C)(C)C.[Li+].C1CCCCC1.I[CH2:45][CH2:46][C:47]1[CH:48]=[C:49]([C:53]2[CH:58]=[CH:57][CH:56]=[CH:55][CH:54]=2)[CH:50]=[CH:51][CH:52]=1, predict the reaction product. (4) Given the reactants [F:1][C:2]1[CH:18]=[C:17]([O:19][CH3:20])[CH:16]=[CH:15][C:3]=1[CH2:4][C:5]1[C:6]([OH:14])=[N:7][NH:8][C:9]=1[C:10]([F:13])([F:12])[F:11].N1C=CN=C1.[Si:26](Cl)([C:29]([CH3:32])([CH3:31])[CH3:30])([CH3:28])[CH3:27], predict the reaction product. The product is: [C:29]([Si:26]([CH3:28])([CH3:27])[O:14][C:6]1[C:5]([CH2:4][C:3]2[CH:15]=[CH:16][C:17]([O:19][CH3:20])=[CH:18][C:2]=2[F:1])=[C:9]([C:10]([F:13])([F:11])[F:12])[NH:8][N:7]=1)([CH3:32])([CH3:31])[CH3:30]. (5) Given the reactants [C:1]([C:3]1([NH:6][C:7]([C@@H:9]2[CH2:13][C@@H:12]([S:14]([C:17]3[CH:22]=[CH:21][CH:20]=[CH:19][C:18]=3[O:23][CH3:24])(=[O:16])=[O:15])[CH2:11][NH:10]2)=[O:8])[CH2:5][CH2:4]1)#[N:2].[CH2:25]([O:27][C:28]([N:30]1[CH2:35][CH2:34][CH:33]([N:36]2[CH2:39][CH2:38][CH:37]2[C:40]([O-])=[O:41])[CH2:32][CH2:31]1)=[O:29])[CH3:26].[Li+], predict the reaction product. The product is: [C:1]([C:3]1([NH:6][C:7]([C@@H:9]2[CH2:13][C@@H:12]([S:14]([C:17]3[CH:22]=[CH:21][CH:20]=[CH:19][C:18]=3[O:23][CH3:24])(=[O:16])=[O:15])[CH2:11][N:10]2[C:40]([CH:37]2[CH2:38][CH2:39][N:36]2[CH:33]2[CH2:32][CH2:31][N:30]([C:28]([O:27][CH2:25][CH3:26])=[O:29])[CH2:35][CH2:34]2)=[O:41])=[O:8])[CH2:5][CH2:4]1)#[N:2]. (6) Given the reactants [N:1]1[O:2][N:3]=[C:4]2[CH:9]=[C:8]([C:10]([OH:12])=O)[CH:7]=[CH:6][C:5]=12.S(Cl)([Cl:15])=O.CN(C=O)C, predict the reaction product. The product is: [N:1]1[O:2][N:3]=[C:4]2[CH:9]=[C:8]([C:10]([Cl:15])=[O:12])[CH:7]=[CH:6][C:5]=12. (7) Given the reactants Cl.[NH2:2][CH2:3][CH2:4][NH:5][C:6]([C:8]1[N:9]=[CH:10][C:11]([CH3:15])=[N+:12]([O-:14])[CH:13]=1)=[O:7].[C:16](O)(=[O:38])[CH2:17][CH2:18]/[CH:19]=[CH:20]\[CH2:21]/[CH:22]=[CH:23]\[CH2:24]/[CH:25]=[CH:26]\[CH2:27]/[CH:28]=[CH:29]\[CH2:30]/[CH:31]=[CH:32]\[CH2:33]/[CH:34]=[CH:35]\[CH2:36][CH3:37].CN(C(ON1N=NC2C=CC=NC1=2)=[N+](C)C)C.F[P-](F)(F)(F)(F)F.CCN(C(C)C)C(C)C, predict the reaction product. The product is: [C:16]([NH:2][CH2:3][CH2:4][NH:5][C:6]([C:8]1[N:9]=[CH:10][C:11]([CH3:15])=[N+:12]([O-:14])[CH:13]=1)=[O:7])(=[O:38])[CH2:17][CH2:18]/[CH:19]=[CH:20]\[CH2:21]/[CH:22]=[CH:23]\[CH2:24]/[CH:25]=[CH:26]\[CH2:27]/[CH:28]=[CH:29]\[CH2:30]/[CH:31]=[CH:32]\[CH2:33]/[CH:34]=[CH:35]\[CH2:36][CH3:37].